From a dataset of Forward reaction prediction with 1.9M reactions from USPTO patents (1976-2016). Predict the product of the given reaction. (1) The product is: [O:1]1[C:5]([C:6]2[CH:7]=[C:8]([CH:10]=[C:11]([C:13]([F:14])([F:15])[F:16])[CH:12]=2)[NH:9][CH2:23][C:18]2[CH:19]=[CH:20][CH:21]=[CH:22][N:17]=2)=[CH:4][N:3]=[CH:2]1. Given the reactants [O:1]1[C:5]([C:6]2[CH:7]=[C:8]([CH:10]=[C:11]([C:13]([F:16])([F:15])[F:14])[CH:12]=2)[NH2:9])=[CH:4][N:3]=[CH:2]1.[N:17]1[CH:22]=[CH:21][CH:20]=[CH:19][C:18]=1[CH:23]=O.C(O[BH-](OC(=O)C)OC(=O)C)(=O)C.[Na+].C(=O)([O-])O.[Na+], predict the reaction product. (2) Given the reactants [C:1]([C:3]1[CH:4]=[C:5]([OH:9])[CH:6]=[CH:7][CH:8]=1)#[CH:2].Br[C:11]1[C:12]([NH2:29])=[N:13][CH:14]=[C:15]([C:17]2[CH:22]=[CH:21][C:20]([S:23]([CH:26]([CH3:28])[CH3:27])(=[O:25])=[O:24])=[CH:19][CH:18]=2)[N:16]=1.CCN(CC)CC, predict the reaction product. The product is: [NH2:29][C:12]1[C:11]([C:2]#[C:1][C:3]2[CH:4]=[C:5]([OH:9])[CH:6]=[CH:7][CH:8]=2)=[N:16][C:15]([C:17]2[CH:18]=[CH:19][C:20]([S:23]([CH:26]([CH3:28])[CH3:27])(=[O:25])=[O:24])=[CH:21][CH:22]=2)=[CH:14][N:13]=1.